From a dataset of Forward reaction prediction with 1.9M reactions from USPTO patents (1976-2016). Predict the product of the given reaction. (1) Given the reactants IC.[CH2:3]([O:5][C:6](=[O:27])[C:7](=[CH:13][NH:14][C:15]1[S:16][CH:17]=[CH:18][C:19]=1[C:20]([O:22][C:23]([CH3:26])([CH3:25])[CH3:24])=[O:21])[C:8]([O:10][CH2:11][CH3:12])=[O:9])[CH3:4].[C:28](=O)([O-])[O-].[K+].[K+].O, predict the reaction product. The product is: [CH2:11]([O:10][C:8](=[O:9])[C:7](=[CH:13][N:14]([CH3:28])[C:15]1[S:16][CH:17]=[CH:18][C:19]=1[C:20]([O:22][C:23]([CH3:25])([CH3:24])[CH3:26])=[O:21])[C:6]([O:5][CH2:3][CH3:4])=[O:27])[CH3:12]. (2) The product is: [C:11]([C:8]1[CH:9]=[CH:10][C:5]([S:2]([CH3:1])(=[O:3])=[O:4])=[CH:6][C:7]=1[N+:14]([O-:16])=[O:15])([CH3:12])=[CH2:18]. Given the reactants [CH3:1][S:2]([C:5]1[CH:10]=[CH:9][C:8](/[CH:11]=[CH:12]/C)=[C:7]([N+:14]([O-:16])=[O:15])[CH:6]=1)(=[O:4])=[O:3].Br[C:18]1C=CC(S(C)(=O)=O)=CC=1[N+]([O-])=O.C(B1OC(C)(C)C(C)(C)O1)(C)=C, predict the reaction product. (3) Given the reactants [F:1][C:2]([C:5]1[S:9][C:8]([NH2:10])=[N:7][N:6]=1)([F:4])[CH3:3].Br[CH2:12][C:13](=O)[C:14]([O:16][CH2:17][CH3:18])=[O:15], predict the reaction product. The product is: [F:1][C:2]([C:5]1[S:9][C:8]2=[N:10][C:13]([C:14]([O:16][CH2:17][CH3:18])=[O:15])=[CH:12][N:7]2[N:6]=1)([F:4])[CH3:3]. (4) Given the reactants C(O[C:5]1[C:6](=[O:14])[C:7](=[O:13])[C:8]=1[O:9][CH:10]([CH3:12])[CH3:11])(C)C.[N:15]1([C@H:21]2[CH2:24][C@H:23]([O:25][C:26]3[CH:31]=[CH:30][C:29]([C:32]4[S:33][C:34]5[CH2:35][NH:36][CH2:37][CH2:38][C:39]=5[N:40]=4)=[CH:28][CH:27]=3)[CH2:22]2)[CH2:20][CH2:19][CH2:18][CH2:17][CH2:16]1, predict the reaction product. The product is: [CH:10]([O:9][C:8]1[C:7](=[O:13])[C:6](=[O:14])[C:5]=1[N:36]1[CH2:37][CH2:38][C:39]2[N:40]=[C:32]([C:29]3[CH:28]=[CH:27][C:26]([O:25][C@H:23]4[CH2:22][C@H:21]([N:15]5[CH2:20][CH2:19][CH2:18][CH2:17][CH2:16]5)[CH2:24]4)=[CH:31][CH:30]=3)[S:33][C:34]=2[CH2:35]1)([CH3:11])[CH3:12]. (5) Given the reactants [H-].[Na+].[CH3:3][C:4]1([CH3:22])[NH:8][C:7](=[O:9])[N:6]([C:10]2[CH:15]=[CH:14][C:13]([O:16][C:17]([F:20])([F:19])[F:18])=[CH:12][CH:11]=2)[C:5]1=[O:21].Cl[CH2:24][C:25]1[C:34]2[C:29](=[CH:30][CH:31]=[C:32]([O:35][CH3:36])[CH:33]=2)[N:28]=[CH:27][CH:26]=1.O, predict the reaction product. The product is: [CH3:3][C:4]1([CH3:22])[N:8]([CH2:24][C:25]2[C:34]3[C:29](=[CH:30][CH:31]=[C:32]([O:35][CH3:36])[CH:33]=3)[N:28]=[CH:27][CH:26]=2)[C:7](=[O:9])[N:6]([C:10]2[CH:15]=[CH:14][C:13]([O:16][C:17]([F:20])([F:19])[F:18])=[CH:12][CH:11]=2)[C:5]1=[O:21]. (6) Given the reactants [O:1]=[C:2]1[CH2:7][CH2:6][N:5]([C:8]([O:10][CH2:11][C:12]2[CH:17]=[CH:16][CH:15]=[CH:14][CH:13]=2)=[O:9])[CH2:4][CH2:3]1.O[CH:19]1[CH2:22][C:21]([C:28]([O:30][CH2:31][CH3:32])=[O:29])([C:23]([O:25][CH2:26][CH3:27])=[O:24])[CH2:20]1, predict the reaction product. The product is: [CH2:11]([O:10][C:8]([N:5]1[CH2:4][CH2:3][CH:2]([O:1][CH:19]2[CH2:20][C:21]([C:23]([O:25][CH2:26][CH3:27])=[O:24])([C:28]([O:30][CH2:31][CH3:32])=[O:29])[CH2:22]2)[CH2:7][CH2:6]1)=[O:9])[C:12]1[CH:17]=[CH:16][CH:15]=[CH:14][CH:13]=1.